From a dataset of NCI-60 drug combinations with 297,098 pairs across 59 cell lines. Regression. Given two drug SMILES strings and cell line genomic features, predict the synergy score measuring deviation from expected non-interaction effect. (1) Synergy scores: CSS=49.9, Synergy_ZIP=6.89, Synergy_Bliss=6.17, Synergy_Loewe=-43.8, Synergy_HSA=4.42. Drug 2: CC1=CC2C(CCC3(C2CCC3(C(=O)C)OC(=O)C)C)C4(C1=CC(=O)CC4)C. Cell line: NCIH23. Drug 1: CC1=C2C(C(=O)C3(C(CC4C(C3C(C(C2(C)C)(CC1OC(=O)C(C(C5=CC=CC=C5)NC(=O)OC(C)(C)C)O)O)OC(=O)C6=CC=CC=C6)(CO4)OC(=O)C)OC)C)OC. (2) Drug 1: CN(C)N=NC1=C(NC=N1)C(=O)N. Drug 2: CCC1(CC2CC(C3=C(CCN(C2)C1)C4=CC=CC=C4N3)(C5=C(C=C6C(=C5)C78CCN9C7C(C=CC9)(C(C(C8N6C=O)(C(=O)OC)O)OC(=O)C)CC)OC)C(=O)OC)O.OS(=O)(=O)O. Cell line: NCI-H226. Synergy scores: CSS=3.90, Synergy_ZIP=-0.665, Synergy_Bliss=1.56, Synergy_Loewe=-4.98, Synergy_HSA=-1.97. (3) Drug 1: C1CCC(C1)C(CC#N)N2C=C(C=N2)C3=C4C=CNC4=NC=N3. Drug 2: CC1=C(C(CCC1)(C)C)C=CC(=CC=CC(=CC(=O)O)C)C. Cell line: BT-549. Synergy scores: CSS=-7.50, Synergy_ZIP=3.78, Synergy_Bliss=1.80, Synergy_Loewe=-4.08, Synergy_HSA=-3.34.